From a dataset of Full USPTO retrosynthesis dataset with 1.9M reactions from patents (1976-2016). Predict the reactants needed to synthesize the given product. (1) Given the product [Li+:33].[C:26]([O:25][C:23]([NH:22][CH2:21][CH2:20][CH2:19][O:18][C:13]1[CH:14]=[CH:15][C:16](=[O:17])[N:11]([CH2:10][C:6]2[CH:5]=[C:4]([CH:9]=[CH:8][CH:7]=2)[C:3]([O-:30])=[O:2])[N:12]=1)=[O:24])([CH3:29])([CH3:27])[CH3:28], predict the reactants needed to synthesize it. The reactants are: C[O:2][C:3](=[O:30])[C:4]1[CH:9]=[CH:8][CH:7]=[C:6]([CH2:10][N:11]2[C:16](=[O:17])[CH:15]=[CH:14][C:13]([O:18][CH2:19][CH2:20][CH2:21][NH:22][C:23]([O:25][C:26]([CH3:29])([CH3:28])[CH3:27])=[O:24])=[N:12]2)[CH:5]=1.O.[OH-].[Li+:33]. (2) The reactants are: C1(C(=[N:14][CH:15]([CH2:21][CH:22]([F:24])[F:23])[C:16]([O:18][CH2:19][CH3:20])=[O:17])C2C=CC=CC=2)C=CC=CC=1.[ClH:25]. Given the product [ClH:25].[NH2:14][CH:15]([CH2:21][CH:22]([F:23])[F:24])[C:16]([O:18][CH2:19][CH3:20])=[O:17], predict the reactants needed to synthesize it. (3) Given the product [Br:35][C:36]1[CH:37]=[C:38]2[C:43](=[CH:44][CH:45]=1)[O:42][C@@H:41]([C:13]1[CH:14]=[CH:15][CH:10]=[C:7]([O:8][CH3:9])[CH:12]=1)[CH2:40][C:39]2=[O:46], predict the reactants needed to synthesize it. The reactants are: C([C@H]1[CH2:9][O:8][C:7]([C:10]2[CH:15]=[CH:14][CH:13]=[CH:12]N=2)=N1)(C)(C)C.[NH4+].F[P-](F)(F)(F)(F)F.COC1C=C(B(O)O)C=CC=1.[Br:35][C:36]1[CH:37]=[C:38]2[C:43](=[CH:44][CH:45]=1)[O:42][CH:41]=[CH:40][C:39]2=[O:46].O. (4) Given the product [CH2:25]([C@H:24]1[CH2:23][NH:22][CH2:21][C@H:20]1[NH:19][C:5]1[C:6]2[N:7]([CH:10]=[C:11]([C:13]3[O:17][N:16]=[C:15]([CH3:18])[CH:14]=3)[CH:12]=2)[N:8]=[CH:9][C:4]=1[C:1]([NH2:2])=[O:3])[CH3:26], predict the reactants needed to synthesize it. The reactants are: [C:1]([C:4]1[CH:9]=[N:8][N:7]2[CH:10]=[C:11]([C:13]3[O:17][N:16]=[C:15]([CH3:18])[CH:14]=3)[CH:12]=[C:6]2[C:5]=1[NH:19][C@H:20]1[C@@H:24]([CH2:25][CH3:26])[CH2:23][N:22](C(OC(C)(C)C)=O)[CH2:21]1)(=[O:3])[NH2:2].Cl.O1CCOCC1. (5) Given the product [Br:20][C:17]1[CH:18]=[CH:19][C:14]([S:11]([N:9]2[CH2:8][CH2:7][N:6]([C:21]([O:23][C:24]([CH3:25])([CH3:26])[CH3:27])=[O:22])[CH:5]([CH2:3][OH:2])[CH2:10]2)(=[O:12])=[O:13])=[CH:15][CH:16]=1, predict the reactants needed to synthesize it. The reactants are: C[O:2][C:3]([CH:5]1[CH2:10][N:9]([S:11]([C:14]2[CH:19]=[CH:18][C:17]([Br:20])=[CH:16][CH:15]=2)(=[O:13])=[O:12])[CH2:8][CH2:7][N:6]1[C:21]([O:23][C:24]([CH3:27])([CH3:26])[CH3:25])=[O:22])=O.[H-].[H-].[H-].[H-].[Li+].[Al+3]. (6) Given the product [F:29][C:30]1([F:42])[C@H:13]2[C@@H:14]1[CH2:15][N:11]([S:8]([C:5]1[CH:6]=[CH:7][C:2]([F:1])=[CH:3][CH:4]=1)(=[O:9])=[O:10])[C@@H:12]2[C:16]([O:18][CH3:19])=[O:17], predict the reactants needed to synthesize it. The reactants are: [F:1][C:2]1[CH:7]=[CH:6][C:5]([S:8]([N:11]2[CH2:15][CH:14]=[CH:13][C@H:12]2[C:16]([O:18][CH3:19])=[O:17])(=[O:10])=[O:9])=[CH:4][CH:3]=1.C1(C)C=CC=CC=1.[F-].[Na+].[F:29][C:30]([F:42])(S(F)(=O)=O)C(O[Si](C)(C)C)=O. (7) Given the product [OH:3][CH2:4][C:5]([O:7][CH2:8][CH2:9][C:10]([O:13][C:14](=[O:19])[CH2:15][OH:16])([CH3:12])[CH3:11])=[O:6], predict the reactants needed to synthesize it. The reactants are: C([O:3][CH2:4][C:5]([O:7][CH2:8][CH2:9][C:10]([O:13][C:14](=[O:19])[CH2:15][O:16]C=O)([CH3:12])[CH3:11])=[O:6])=O.